Regression. Given a peptide amino acid sequence and an MHC pseudo amino acid sequence, predict their binding affinity value. This is MHC class I binding data. From a dataset of Peptide-MHC class I binding affinity with 185,985 pairs from IEDB/IMGT. The peptide sequence is TSGSPIIDK. The MHC is HLA-A11:01 with pseudo-sequence HLA-A11:01. The binding affinity (normalized) is 0.608.